Dataset: Catalyst prediction with 721,799 reactions and 888 catalyst types from USPTO. Task: Predict which catalyst facilitates the given reaction. (1) Reactant: C(N(CC)CC)C.ClC(OCC)=O.[O:14]=[C:15]1[NH:19][C@H:18]2[CH2:20][S:21][C@@H:22]([CH2:23][CH2:24][CH2:25][CH2:26][NH:27][C:28]([NH:30][CH2:31][CH2:32][CH2:33][CH2:34][C:35]([OH:37])=[O:36])=[O:29])[C@H:17]2[NH:16]1.O[N:39]1[C:43](=[O:44])[CH2:42][CH2:41][C:40]1=[O:45]. Product: [O:45]=[C:40]1[CH2:41][CH2:42][C:43](=[O:44])[N:39]1[O:36][C:35](=[O:37])[CH2:34][CH2:33][CH2:32][CH2:31][NH:30][C:28]([NH:27][CH2:26][CH2:25][CH2:24][CH2:23][C@H:22]1[C@@H:17]2[C@@H:18]([NH:19][C:15](=[O:14])[NH:16]2)[CH2:20][S:21]1)=[O:29]. The catalyst class is: 9. (2) Reactant: [Br:1][C:2]1[N:7]=[C:6]2[NH:8][CH:9]=[CH:10][C:5]2=[CH:4][CH:3]=1.CCN(C(C)C)C(C)C.[Si:20](OS(C(F)(F)F)(=O)=O)([CH:27]([CH3:29])[CH3:28])([CH:24]([CH3:26])[CH3:25])[CH:21]([CH3:23])[CH3:22]. Product: [Br:1][C:2]1[N:7]=[C:6]2[N:8]([Si:20]([CH:27]([CH3:29])[CH3:28])([CH:24]([CH3:26])[CH3:25])[CH:21]([CH3:23])[CH3:22])[CH:9]=[CH:10][C:5]2=[CH:4][CH:3]=1. The catalyst class is: 155. (3) Reactant: [F:1][C:2]([F:7])([F:6])[C:3]([OH:5])=[O:4].[Br:8][C:9]1[C:10]([OH:45])=[C:11]([C@H:16]([NH:23][C:24](=[O:44])[CH2:25][NH:26][C:27](=[O:43])[C:28]2[CH:33]=[C:32]([NH:34][C:35]3[CH2:36][CH2:37][CH2:38][CH2:39][CH2:40][N:41]=3)[CH:31]=[C:30]([OH:42])[CH:29]=2)[CH2:17][C:18]([O:20]CC)=[O:19])[CH:12]=[C:13]([Cl:15])[CH:14]=1.[OH-].[Li+]. Product: [F:1][C:2]([F:7])([F:6])[C:3]([OH:5])=[O:4].[Br:8][C:9]1[C:10]([OH:45])=[C:11]([C@H:16]([NH:23][C:24](=[O:44])[CH2:25][NH:26][C:27](=[O:43])[C:28]2[CH:33]=[C:32]([NH:34][C:35]3[CH2:36][CH2:37][CH2:38][CH2:39][CH2:40][N:41]=3)[CH:31]=[C:30]([OH:42])[CH:29]=2)[CH2:17][C:18]([OH:20])=[O:19])[CH:12]=[C:13]([Cl:15])[CH:14]=1. The catalyst class is: 1. (4) Reactant: [CH3:1][CH:2]1[CH:7]([N:8]([CH3:28])[C:9]2[C:10]3[CH:17]=[CH:16][N:15](S(C4C=CC(C)=CC=4)(=O)=O)[C:11]=3[N:12]=[CH:13][N:14]=2)[CH2:6][CH2:5][CH:4]([CH2:29][S:30]([N:33]2[CH2:37][CH2:36][C@H:35]([CH2:38][OH:39])[CH2:34]2)(=[O:32])=[O:31])[CH2:3]1.[Li+].[OH-].CO.C1COCC1. Product: [CH3:1][CH:2]1[CH:7]([N:8]([CH3:28])[C:9]2[C:10]3[CH:17]=[CH:16][NH:15][C:11]=3[N:12]=[CH:13][N:14]=2)[CH2:6][CH2:5][CH:4]([CH2:29][S:30]([N:33]2[CH2:37][CH2:36][C@H:35]([CH2:38][OH:39])[CH2:34]2)(=[O:32])=[O:31])[CH2:3]1. The catalyst class is: 313.